From a dataset of Peptide-MHC class I binding affinity with 185,985 pairs from IEDB/IMGT. Regression. Given a peptide amino acid sequence and an MHC pseudo amino acid sequence, predict their binding affinity value. This is MHC class I binding data. (1) The MHC is HLA-B15:01 with pseudo-sequence HLA-B15:01. The binding affinity (normalized) is 0.0847. The peptide sequence is IHAEFQASL. (2) The peptide sequence is YPKTFGWLWK. The MHC is Mamu-A2201 with pseudo-sequence Mamu-A2201. The binding affinity (normalized) is 0. (3) The peptide sequence is KTRMEDYYL. The MHC is HLA-A02:03 with pseudo-sequence HLA-A02:03. The binding affinity (normalized) is 0.0847.